Dataset: Catalyst prediction with 721,799 reactions and 888 catalyst types from USPTO. Task: Predict which catalyst facilitates the given reaction. (1) Reactant: [F:1][C:2]1[C:10]2[O:9][C:8]([NH:11][C:12]3[CH:17]=[CH:16][CH:15]=[CH:14][C:13]=3[CH3:18])=[N:7][C:6]=2[CH:5]=[CH:4][C:3]=1[CH2:19][C:20]([OH:22])=O.[F:23][C@@H:24]1[CH2:28][NH:27][C@H:26]([CH2:29][O:30][C:31]2[CH:40]=[CH:39][C:34]([C:35]([O:37]C)=[O:36])=[CH:33][CH:32]=2)[CH2:25]1.CCN=C=NCCCN(C)C.Cl.C1C=CC2N(O)N=NC=2C=1.C(N(CC)CC)C. Product: [F:1][C:2]1[C:10]2[O:9][C:8]([NH:11][C:12]3[CH:17]=[CH:16][CH:15]=[CH:14][C:13]=3[CH3:18])=[N:7][C:6]=2[CH:5]=[CH:4][C:3]=1[CH2:19][C:20]([N:27]1[CH2:28][C@@H:24]([F:23])[CH2:25][C@H:26]1[CH2:29][O:30][C:31]1[CH:40]=[CH:39][C:34]([C:35]([OH:37])=[O:36])=[CH:33][CH:32]=1)=[O:22]. The catalyst class is: 3. (2) Reactant: Cl.[CH3:2][O:3][C:4](=[O:12])[C@@H:5]([CH2:7][C:8]([O:10][CH3:11])=[O:9])[NH2:6].[F:13][C:14]1[CH:19]=[CH:18][C:17]([S:20](Cl)(=[O:22])=[O:21])=[CH:16][CH:15]=1.C(N(CC)CC)C. Product: [F:13][C:14]1[CH:19]=[CH:18][C:17]([S:20]([NH:6][C@@H:5]([C:4]([O:3][CH3:2])=[O:12])[CH2:7][C:8]([O:10][CH3:11])=[O:9])(=[O:22])=[O:21])=[CH:16][CH:15]=1. The catalyst class is: 1.